From a dataset of Full USPTO retrosynthesis dataset with 1.9M reactions from patents (1976-2016). Predict the reactants needed to synthesize the given product. Given the product [CH3:5][O:6][C:7](=[O:30])[CH2:8][CH2:9][CH2:10][CH2:11][CH2:12][CH2:13][N:14]1[C:15](=[O:29])[CH2:16][CH2:17][CH2:18][CH:19]1/[CH:20]=[CH:21]/[CH:22]([OH:28])[CH2:23][CH2:24][CH2:25][CH2:26][CH3:27], predict the reactants needed to synthesize it. The reactants are: [BH4-].[Na+].CO.[CH3:5][O:6][C:7](=[O:30])[CH2:8][CH2:9][CH2:10][CH2:11][CH2:12][CH2:13][N:14]1[CH:19](/[CH:20]=[CH:21]/[C:22](=[O:28])[CH2:23][CH2:24][CH2:25][CH2:26][CH3:27])[CH2:18][CH2:17][CH2:16][C:15]1=[O:29].